Dataset: Catalyst prediction with 721,799 reactions and 888 catalyst types from USPTO. Task: Predict which catalyst facilitates the given reaction. (1) Reactant: [C:1]([O:4][CH2:5]Br)(=[O:3])[CH3:2].[C:7]1([CH2:13][CH2:14][CH2:15][CH:16]([CH2:20][CH2:21][C:22]2[CH:27]=[CH:26][CH:25]=[CH:24][CH:23]=2)[C:17]([OH:19])=[O:18])[CH:12]=[CH:11][CH:10]=[CH:9][CH:8]=1.CCN(C(C)C)C(C)C.O. Product: [C:7]1([CH2:13][CH2:14][CH2:15][CH:16]([CH2:20][CH2:21][C:22]2[CH:27]=[CH:26][CH:25]=[CH:24][CH:23]=2)[C:17]([O:19][CH2:5][O:4][C:1](=[O:3])[CH3:2])=[O:18])[CH:8]=[CH:9][CH:10]=[CH:11][CH:12]=1. The catalyst class is: 23. (2) Reactant: [H-].[H-].[H-].[H-].[Li+].[Al+3].[CH3:7][C:8]1[NH:9][C:10]2[C:15]([C:16]=1[C:17](=O)[C:18]([NH2:20])=O)=[CH:14][CH:13]=[CH:12][CH:11]=2.[OH-].[Na+].[O-]S([O-])(=O)=O.[Mg+2]. Product: [CH3:7][C:8]1[NH:9][C:10]2[C:15](=[CH:14][CH:13]=[CH:12][CH:11]=2)[C:16]=1[CH2:17][CH2:18][NH2:20]. The catalyst class is: 20. (3) Reactant: ClC(Cl)(Cl)CO[C:5](=[O:26])[NH:6][C:7]1[N:8]([C:16]2[CH:21]=[C:20]([O:22][CH2:23][CH2:24][OH:25])[N:19]=[N:18][CH:17]=2)[N:9]=[C:10]([C:12]([CH3:15])([CH3:14])[CH3:13])[CH:11]=1.[CH3:29][C@H:30]1[CH2:35][CH2:34][CH2:33][CH2:32][N:31]1[C:36]1[N:40]2[CH:41]=[C:42]([O:45][C@H:46]3[C:55]4[C:50](=[CH:51][CH:52]=[CH:53][CH:54]=4)[C@@H:49]([NH2:56])[CH2:48][CH2:47]3)[CH:43]=[CH:44][C:39]2=[N:38][N:37]=1.CCN(C(C)C)C(C)C. Product: [C:12]([C:10]1[CH:11]=[C:7]([NH:6][C:5]([NH:56][C@@H:49]2[C:50]3[C:55](=[CH:54][CH:53]=[CH:52][CH:51]=3)[C@H:46]([O:45][C:42]3[CH:43]=[CH:44][C:39]4[N:40]([C:36]([N:31]5[CH2:32][CH2:33][CH2:34][CH2:35][C@@H:30]5[CH3:29])=[N:37][N:38]=4)[CH:41]=3)[CH2:47][CH2:48]2)=[O:26])[N:8]([C:16]2[CH:21]=[C:20]([O:22][CH2:23][CH2:24][OH:25])[N:19]=[N:18][CH:17]=2)[N:9]=1)([CH3:13])([CH3:14])[CH3:15]. The catalyst class is: 504. (4) Reactant: C(=O)([O-])[O-].[Cs+].[Cs+].[OH:7][C:8]1[CH:9]=[C:10]([CH:21]=[C:22]([O:24][C@@H:25]([CH3:29])[CH2:26][O:27][CH3:28])[CH:23]=1)[C:11]([NH:13][C:14]1[CH:19]=[N:18][C:17]([CH3:20])=[CH:16][N:15]=1)=[O:12].[N:30]1([C:34]([C:36]2[CH:41]=[CH:40][C:39](Br)=[CH:38][N:37]=2)=[O:35])[CH2:33][CH2:32][CH2:31]1. Product: [N:30]1([C:34]([C:36]2[N:37]=[CH:38][C:39]([O:7][C:8]3[CH:9]=[C:10]([CH:21]=[C:22]([O:24][C@@H:25]([CH3:29])[CH2:26][O:27][CH3:28])[CH:23]=3)[C:11]([NH:13][C:14]3[CH:19]=[N:18][C:17]([CH3:20])=[CH:16][N:15]=3)=[O:12])=[CH:40][CH:41]=2)=[O:35])[CH2:33][CH2:32][CH2:31]1. The catalyst class is: 44.